Regression. Given a peptide amino acid sequence and an MHC pseudo amino acid sequence, predict their binding affinity value. This is MHC class II binding data. From a dataset of Peptide-MHC class II binding affinity with 134,281 pairs from IEDB. (1) The peptide sequence is RTKYTATISGLKPGV. The MHC is DRB1_1001 with pseudo-sequence DRB1_1001. The binding affinity (normalized) is 0.511. (2) The peptide sequence is EGKPTEKHIQIRSTN. The MHC is DRB1_1302 with pseudo-sequence DRB1_1302. The binding affinity (normalized) is 0.0925. (3) The peptide sequence is LSPISNMVSMANNHM. The MHC is DRB4_0101 with pseudo-sequence DRB4_0103. The binding affinity (normalized) is 0.480.